This data is from Catalyst prediction with 721,799 reactions and 888 catalyst types from USPTO. The task is: Predict which catalyst facilitates the given reaction. (1) Reactant: [CH:1]1([C:4]2[CH:5]=[CH:6][C:7]([C:15]([OH:17])=O)=[N:8][C:9]=2[O:10][CH2:11][CH:12]2[CH2:14][CH2:13]2)[CH2:3][CH2:2]1.Cl.[NH2:19][C:20]1([CH2:36][C:37]([NH2:39])=[O:38])[CH2:25][CH2:24][N:23]([C:26]([O:28][CH2:29][C:30]2[CH:35]=[CH:34][CH:33]=[CH:32][CH:31]=2)=[O:27])[CH2:22][CH2:21]1.F[B-](F)(F)F.BrC1C=CC=C[N+]=1CC.CCN(C(C)C)C(C)C.Cl. Product: [NH2:39][C:37](=[O:38])[CH2:36][C:20]1([NH:19][C:15]([C:7]2[CH:6]=[CH:5][C:4]([CH:1]3[CH2:2][CH2:3]3)=[C:9]([O:10][CH2:11][CH:12]3[CH2:13][CH2:14]3)[N:8]=2)=[O:17])[CH2:21][CH2:22][N:23]([C:26]([O:28][CH2:29][C:30]2[CH:35]=[CH:34][CH:33]=[CH:32][CH:31]=2)=[O:27])[CH2:24][CH2:25]1. The catalyst class is: 1. (2) Reactant: [NH2:1][C:2]1[CH:7]=[CH:6][CH:5]=[CH:4][C:3]=1[C:8](=[O:10])[CH3:9].[I:11]Cl. Product: [NH2:1][C:2]1[CH:7]=[CH:6][C:5]([I:11])=[CH:4][C:3]=1[C:8](=[O:10])[CH3:9]. The catalyst class is: 33. (3) Reactant: [CH2:1]([N:8]1[CH2:12][CH2:11][CH:10]([O:13][C:14]2[N:19]=[C:18]([O:20][CH3:21])[C:17]([N+:22]([O-])=O)=[CH:16][CH:15]=2)[CH2:9]1)[C:2]1[CH:7]=[CH:6][CH:5]=[CH:4][CH:3]=1. Product: [CH2:1]([N:8]1[CH2:12][CH2:11][CH:10]([O:13][C:14]2[N:19]=[C:18]([O:20][CH3:21])[C:17]([NH2:22])=[CH:16][CH:15]=2)[CH2:9]1)[C:2]1[CH:7]=[CH:6][CH:5]=[CH:4][CH:3]=1. The catalyst class is: 180. (4) Reactant: [H-].[Na+].[F:3][C:4]1[CH:9]=[CH:8][C:7]([N:10]2[C:14]([CH:15]([OH:17])[CH3:16])=[C:13]([CH3:18])[N:12]=[C:11]2[S:19][CH2:20][C:21]2[C:26]([F:27])=[CH:25][CH:24]=[C:23]([F:28])[C:22]=2[F:29])=[CH:6][CH:5]=1.Br.Br[CH2:32][C:33]1[CH:38]=[CH:37][N:36]=[CH:35][CH:34]=1. Product: [F:3][C:4]1[CH:9]=[CH:8][C:7]([N:10]2[C:14]([CH:15]([O:17][CH2:32][C:33]3[CH:38]=[CH:37][N:36]=[CH:35][CH:34]=3)[CH3:16])=[C:13]([CH3:18])[N:12]=[C:11]2[S:19][CH2:20][C:21]2[C:26]([F:27])=[CH:25][CH:24]=[C:23]([F:28])[C:22]=2[F:29])=[CH:6][CH:5]=1. The catalyst class is: 1. (5) Reactant: [CH2:1]([O:3][C:4](=[O:29])[CH2:5][O:6][C:7]1[CH:12]=[CH:11][C:10]([O:13]CC2C=CC=CC=2)=[CH:9][C:8]=1[CH2:21][CH2:22][C:23]1[CH:28]=[CH:27][CH:26]=[CH:25][CH:24]=1)[CH3:2].[H][H]. Product: [CH2:1]([O:3][C:4](=[O:29])[CH2:5][O:6][C:7]1[CH:12]=[CH:11][C:10]([OH:13])=[CH:9][C:8]=1[CH2:21][CH2:22][C:23]1[CH:28]=[CH:27][CH:26]=[CH:25][CH:24]=1)[CH3:2]. The catalyst class is: 29. (6) Reactant: C(OC(=O)[N:7]([CH:34]1[CH2:36][CH2:35]1)[CH2:8][C:9]1[CH:14]=[CH:13][C:12]([C:15]([N:17]2[CH2:23][CH2:22][CH2:21][N:20]([CH:24]3[CH2:26][CH2:25]3)[CH2:19][CH2:18]2)=[O:16])=[CH:11][C:10]=1[O:27][C:28]1[CH:29]=[N:30][CH:31]=[CH:32][CH:33]=1)(C)(C)C.C(O)(C(F)(F)F)=O. Product: [CH:34]1([NH:7][CH2:8][C:9]2[CH:14]=[CH:13][C:12]([C:15]([N:17]3[CH2:23][CH2:22][CH2:21][N:20]([CH:24]4[CH2:25][CH2:26]4)[CH2:19][CH2:18]3)=[O:16])=[CH:11][C:10]=2[O:27][C:28]2[CH:29]=[N:30][CH:31]=[CH:32][CH:33]=2)[CH2:35][CH2:36]1. The catalyst class is: 2. (7) Reactant: [CH3:1][N:2]1[CH2:7][CH2:6][CH:5]([O:8][C:9](=[O:24])[C:10]([OH:23])([C:17]2[CH:22]=[CH:21][CH:20]=[CH:19][CH:18]=2)[C:11]2[CH:16]=[CH:15][CH:14]=[CH:13][CH:12]=2)[CH2:4][CH2:3]1.[CH2:25]([O:32][C:33](=[O:43])[C:34]1[CH:39]=[CH:38][C:37]([CH2:40][CH2:41][Br:42])=[CH:36][CH:35]=1)[C:26]1[CH:31]=[CH:30][CH:29]=[CH:28][CH:27]=1. The catalyst class is: 3. Product: [Br-:42].[CH2:25]([O:32][C:33]([C:34]1[CH:39]=[CH:38][C:37]([CH2:40][CH2:41][N+:2]2([CH3:1])[CH2:3][CH2:4][CH:5]([O:8][C:9](=[O:24])[C:10]([OH:23])([C:11]3[CH:16]=[CH:15][CH:14]=[CH:13][CH:12]=3)[C:17]3[CH:22]=[CH:21][CH:20]=[CH:19][CH:18]=3)[CH2:6][CH2:7]2)=[CH:36][CH:35]=1)=[O:43])[C:26]1[CH:31]=[CH:30][CH:29]=[CH:28][CH:27]=1. (8) Product: [Cl:1][C:2]1[CH:3]=[C:4]([CH:16]=[C:17]([Cl:20])[C:18]=1[Cl:19])[CH2:5][N:6]1[CH:10]=[C:9]([C:11]([NH:21][NH2:22])=[O:12])[N:8]=[N:7]1. The catalyst class is: 5. Reactant: [Cl:1][C:2]1[CH:3]=[C:4]([CH:16]=[C:17]([Cl:20])[C:18]=1[Cl:19])[CH2:5][N:6]1[CH:10]=[C:9]([C:11](OCC)=[O:12])[N:8]=[N:7]1.[NH2:21][NH2:22]. (9) Reactant: [OH-].[Na+].[F:3][C:4]1[C:13]([F:14])=[C:12]([O:15][CH3:16])[CH:11]=[CH:10][C:5]=1[C:6]([O:8]C)=[O:7].C1COCC1.Cl. Product: [F:3][C:4]1[C:13]([F:14])=[C:12]([O:15][CH3:16])[CH:11]=[CH:10][C:5]=1[C:6]([OH:8])=[O:7]. The catalyst class is: 5. (10) Reactant: [Cl:1][C:2]1[C:7]([S:8]([N:11]([O:13][CH3:14])[CH3:12])(=[O:10])=[O:9])=[C:6]([OH:15])[C:5]([NH:16][C:17]2[C:20](=[O:21])[C:19](=[O:22])[C:18]=2OCC)=[CH:4][CH:3]=1.[CH:26]([NH2:35])([C:31]([F:34])([F:33])[F:32])[C:27]([F:30])([F:29])[F:28].CS(O)(=O)=O. Product: [Cl:1][C:2]1[C:7]([S:8]([N:11]([O:13][CH3:14])[CH3:12])(=[O:9])=[O:10])=[C:6]([OH:15])[C:5]([NH:16][C:17]2[C:20](=[O:21])[C:19](=[O:22])[C:18]=2[NH:35][CH:26]([C:31]([F:34])([F:33])[F:32])[C:27]([F:30])([F:29])[F:28])=[CH:4][CH:3]=1. The catalyst class is: 1.